Dataset: Forward reaction prediction with 1.9M reactions from USPTO patents (1976-2016). Task: Predict the product of the given reaction. (1) The product is: [ClH:1].[C:20](#[N:21])[C:19]1[CH:22]=[CH:23][CH:16]=[CH:17][CH:18]=1. Given the reactants [Cl:1]C1C=C(N2C(=O)/C(=C\[C:16]3[CH:23]=[CH:22][C:19]([C:20]#[N:21])=[CH:18][CH:17]=3)/N(C)C2=O)C=C(Cl)C=1.NCC(O)=O.C1N2CN3CN(C2)CN1C3.Cl, predict the reaction product. (2) Given the reactants [Cl:1][C:2]1[CH:7]=[CH:6][CH:5]=[CH:4][C:3]=1/[CH:8]=[CH:9]/[CH2:10][OH:11].C(N(C(C)C)CC)(C)C.Cl[CH2:22][O:23][CH3:24], predict the reaction product. The product is: [Cl:1][C:2]1[CH:7]=[CH:6][CH:5]=[CH:4][C:3]=1/[CH:8]=[CH:9]/[CH2:10][O:11][CH2:22][O:23][CH3:24]. (3) Given the reactants [I:1][C:2]1[CH:10]=[CH:9][C:8]([S:11]([CH3:14])(=[O:13])=[O:12])=[CH:7][C:3]=1[C:4]([OH:6])=[O:5].[CH:15]1N=CN(C(N2C=NC=C2)=O)C=1.CO, predict the reaction product. The product is: [CH3:15][O:5][C:4](=[O:6])[C:3]1[CH:7]=[C:8]([S:11]([CH3:14])(=[O:13])=[O:12])[CH:9]=[CH:10][C:2]=1[I:1].